This data is from Merck oncology drug combination screen with 23,052 pairs across 39 cell lines. The task is: Regression. Given two drug SMILES strings and cell line genomic features, predict the synergy score measuring deviation from expected non-interaction effect. (1) Drug 1: Cn1nnc2c(C(N)=O)ncn2c1=O. Drug 2: NC(=O)c1cccc2cn(-c3ccc(C4CCCNC4)cc3)nc12. Cell line: ES2. Synergy scores: synergy=28.0. (2) Drug 1: CS(=O)(=O)CCNCc1ccc(-c2ccc3ncnc(Nc4ccc(OCc5cccc(F)c5)c(Cl)c4)c3c2)o1. Drug 2: COC1=C2CC(C)CC(OC)C(O)C(C)C=C(C)C(OC(N)=O)C(OC)C=CC=C(C)C(=O)NC(=CC1=O)C2=O. Cell line: OCUBM. Synergy scores: synergy=1.16. (3) Drug 1: C#Cc1cccc(Nc2ncnc3cc(OCCOC)c(OCCOC)cc23)c1. Drug 2: CCc1cnn2c(NCc3ccc[n+]([O-])c3)cc(N3CCCCC3CCO)nc12. Cell line: DLD1. Synergy scores: synergy=25.7.